This data is from Forward reaction prediction with 1.9M reactions from USPTO patents (1976-2016). The task is: Predict the product of the given reaction. (1) Given the reactants [CH2:1]([C:3]1[O:4][C:5]2[CH:14]=[CH:13][CH:12]=[CH:11][C:6]=2[C:7]=1[C:8](Cl)=[O:9])[CH3:2].[Br:15][C:16]1[C:25]([O:26][CH:27]([C:35]([O:37][CH3:38])=[O:36])[CH2:28][C:29]2[CH:34]=[CH:33][CH:32]=[CH:31][CH:30]=2)=[CH:24][CH:23]=[C:22]2[C:17]=1[CH:18]=[CH:19][C:20]([CH2:39][NH3+:40])=[CH:21]2.[Cl-].C(N(CC)CC)C, predict the reaction product. The product is: [CH3:38][O:37][C:35](=[O:36])[CH:27]([O:26][C:25]1[CH:24]=[CH:23][C:22]2[C:17](=[CH:18][CH:19]=[C:20]([CH2:39][NH:40][C:8]([C:7]3[C:6]4[CH:11]=[CH:12][CH:13]=[CH:14][C:5]=4[O:4][C:3]=3[CH2:1][CH3:2])=[O:9])[CH:21]=2)[C:16]=1[Br:15])[CH2:28][C:29]1[CH:30]=[CH:31][CH:32]=[CH:33][CH:34]=1. (2) Given the reactants [CH3:1][C:2]1([CH3:16])[O:6][C@H:5]([C@H:7]([CH2:11][CH:12]([CH3:14])[CH3:13])[C:8]([OH:10])=O)[C:4](=[O:15])[O:3]1.C(O[CH:29]([CH3:31])[CH3:30])(=O)[C@@H](CC(OC(C)C)=O)O.CCN(C(C)C)C(C)C.[OH:41][N:42]1[C:46]2[N:47]=[CH:48][CH:49]=[CH:50][C:45]=2N=N1.F[P-](F)(F)(F)(F)F.FC(N(C)C)=[N+](C)C.ONC(=O)[C@@H](O)[C@@H](C([N:77]1[CH2:82][CH2:81][N:80](C2C=C(C)C=CN=2)[CH2:79][C@@H:78]1C)=O)CC(C)C, predict the reaction product. The product is: [CH3:16][C:2]1([CH3:1])[O:3][C:4](=[O:15])[C@@H:5]([C@@H:7]([C:8]([N:77]2[CH2:82][CH2:81][N:80]([C:46]3[N:47]=[C:48]([C:49]4[CH:50]=[CH:45][CH:30]=[CH:29][CH:31]=4)[O:41][N:42]=3)[CH2:79][CH2:78]2)=[O:10])[CH2:11][CH:12]([CH3:14])[CH3:13])[O:6]1. (3) Given the reactants [CH2:1]([O:7][C:8]([NH:10][C:11]([C:13]1[CH:18]=[CH:17][C:16]([NH:19][CH2:20][C:21](O)=O)=[CH:15][CH:14]=1)=[NH:12])=[O:9])[CH2:2][CH2:3][CH2:4][CH2:5][CH3:6].[CH2:24]([O:26][C:27](=[O:48])[CH2:28][CH2:29][NH:30][C:31]1[CH:36]=[C:35](C(=O)C2C=CC(NC)=C(N)C=2)[CH:34]=[CH:33][N:32]=1)[CH3:25].C[N:50]1[CH2:54][CH2:53][CH2:52][CH2:51]1.CCN=C=N[CH2:60][CH2:61][CH2:62][N:63]([CH3:65])C.Cl.[OH2:67], predict the reaction product. The product is: [CH3:6][CH2:5][CH2:4][CH2:3][CH2:2][CH2:1][O:7][C:8](/[N:10]=[C:11](\[NH2:12])/[C:13]1[CH:14]=[CH:15][C:16]([NH:19][CH2:20][C:21]2[N:63]([CH3:65])[C:62]3[CH:61]=[CH:60][C:53]([C:54]([N:30]([C:31]4[CH:36]=[CH:35][CH:34]=[CH:33][N:32]=4)[CH2:29][CH2:28][C:27]([O:26][CH2:24][CH3:25])=[O:48])=[O:67])=[CH:52][C:51]=3[N:50]=2)=[CH:17][CH:18]=1)=[O:9].